From a dataset of Forward reaction prediction with 1.9M reactions from USPTO patents (1976-2016). Predict the product of the given reaction. (1) Given the reactants [Br:1][C:2]1[O:6][C:5]([C:7](=O)[CH2:8][C:9](=O)[C:10]([F:13])([F:12])[F:11])=[CH:4][CH:3]=1.[NH:16]([CH2:18][C:19]([O:21][CH2:22][CH3:23])=[O:20])[NH2:17], predict the reaction product. The product is: [Br:1][C:2]1[O:6][C:5]([C:7]2[N:16]([CH2:18][C:19]([O:21][CH2:22][CH3:23])=[O:20])[N:17]=[C:9]([C:10]([F:13])([F:12])[F:11])[CH:8]=2)=[CH:4][CH:3]=1. (2) Given the reactants [O:1]=[C:2]1[O:19][C@@H:5]2[CH2:6][N:7](C(OCC3C=CC=CC=3)=O)[CH2:8][C@@H:4]2[O:3]1, predict the reaction product. The product is: [O:3]1[C@@H:4]2[CH2:8][NH:7][CH2:6][C@@H:5]2[O:19][C:2]1=[O:1].